Dataset: Peptide-MHC class I binding affinity with 185,985 pairs from IEDB/IMGT. Task: Regression. Given a peptide amino acid sequence and an MHC pseudo amino acid sequence, predict their binding affinity value. This is MHC class I binding data. The MHC is HLA-B27:05 with pseudo-sequence HLA-B27:05. The peptide sequence is KVMDFGIAR. The binding affinity (normalized) is 0.0847.